Predict the reaction yield, written as a fraction of the theoretical maximum amount of product (1.0 means a 100% yield; for example, 0.34 means a 34% yield). From a dataset of Reaction yield outcomes from USPTO patents with 853,638 reactions. (1) The reactants are [CH3:1][O:2][C:3]1[CH:4]=[C:5]2[C:10](=[CH:11][C:12]=1[O:13][CH3:14])[N:9]=[CH:8][CH:7]=[C:6]2[O:15][C:16]1[CH:22]=[CH:21][C:19]([NH2:20])=[C:18]([O:23][CH3:24])[CH:17]=1.C(N(CC)CC)C.ClC(Cl)(O[C:36](=[O:42])OC(Cl)(Cl)Cl)Cl.[CH3:44][C:45]1[S:49][C:48]([CH:50]([NH2:52])[CH3:51])=[N:47][CH:46]=1. The catalyst is C(Cl)(Cl)Cl. The product is [CH3:1][O:2][C:3]1[CH:4]=[C:5]2[C:10](=[CH:11][C:12]=1[O:13][CH3:14])[N:9]=[CH:8][CH:7]=[C:6]2[O:15][C:16]1[CH:22]=[CH:21][C:19]([NH:20][C:36]([NH:52][CH:50]([C:48]2[S:49][C:45]([CH3:44])=[CH:46][N:47]=2)[CH3:51])=[O:42])=[C:18]([O:23][CH3:24])[CH:17]=1. The yield is 0.830. (2) The reactants are [CH3:1][O:2][CH2:3][C:4]1[N:5]=[C:6]([CH3:26])[NH:7][C:8](=[O:25])[C:9]=1[CH2:10][C:11]1[CH:16]=[CH:15][C:14]([C:17]2[C:18]([C:23]#[N:24])=[CH:19][CH:20]=[CH:21][CH:22]=2)=[CH:13][CH:12]=1.[H-].[Na+].CN(C)C=O.Br[CH2:35][C:36]1[S:37][CH:38]=[CH:39][CH:40]=1. The catalyst is C(OCC)(=O)C. The product is [CH3:1][O:2][CH2:3][C:4]1[N:5]=[C:6]([CH3:26])[N:7]([CH2:35][C:36]2[S:37][CH:38]=[CH:39][CH:40]=2)[C:8](=[O:25])[C:9]=1[CH2:10][C:11]1[CH:16]=[CH:15][C:14]([C:17]2[C:18]([C:23]#[N:24])=[CH:19][CH:20]=[CH:21][CH:22]=2)=[CH:13][CH:12]=1. The yield is 0.530.